This data is from Forward reaction prediction with 1.9M reactions from USPTO patents (1976-2016). The task is: Predict the product of the given reaction. (1) Given the reactants [CH2:1]([C:3]1([OH:35])[C:32]2[CH:31]=[C:30]3[N:8]([CH2:9][C:10]4[C:11]3=[N:12][C:13]3[C:18]([C:19]=4[C:20]4[CH:25]=[CH:24][C:23]([CH3:26])=[CH:22][CH:21]=4)=[CH:17][C:16]4[O:27][CH2:28][O:29][C:15]=4[CH:14]=3)[C:7](=[O:33])[C:6]=2[CH2:5][C:4]1=[O:34])[CH3:2].[N:36]1([CH2:42][CH2:43][C:44](O)=[O:45])[CH2:41][CH2:40][CH2:39][CH2:38][CH2:37]1.Cl.CN(C)CCCN=C=NCC, predict the reaction product. The product is: [N:36]1([CH2:42][CH2:43][C:44]([O:35][C:3]2([CH2:1][CH3:2])[C:32]3[CH:31]=[C:30]4[N:8]([CH2:9][C:10]5[C:11]4=[N:12][C:13]4[C:18]([C:19]=5[C:20]5[CH:25]=[CH:24][C:23]([CH3:26])=[CH:22][CH:21]=5)=[CH:17][C:16]5[O:27][CH2:28][O:29][C:15]=5[CH:14]=4)[C:7](=[O:33])[C:6]=3[CH2:5][C:4]2=[O:34])=[O:45])[CH2:41][CH2:40][CH2:39][CH2:38][CH2:37]1. (2) Given the reactants [Cl:1][C:2]1[CH:11]=[CH:10][C:5]2[NH:6][C:7]([SH:9])=[N:8][C:4]=2[C:3]=1[N+:12]([O-:14])=[O:13].[C:15](=O)([O-])[O-].[K+].[K+].CI, predict the reaction product. The product is: [Cl:1][C:2]1[CH:11]=[CH:10][C:5]2[NH:6][C:7]([S:9][CH3:15])=[N:8][C:4]=2[C:3]=1[N+:12]([O-:14])=[O:13]. (3) Given the reactants [N:1]1[CH:6]=[CH:5][C:4](B(O)O)=[CH:3][CH:2]=1.C(=O)([O-])[O-].[K+].[K+].ClCCl.Br[C:20]1[CH:25]=[CH:24][C:23]([NH:26][C:27](=[O:36])[C:28]2[CH:33]=[C:32]([Cl:34])[CH:31]=[CH:30][C:29]=2[OH:35])=[CH:22][C:21]=1[F:37], predict the reaction product. The product is: [Cl:34][C:32]1[CH:31]=[CH:30][C:29]([OH:35])=[C:28]([CH:33]=1)[C:27]([NH:26][C:23]1[CH:24]=[CH:25][C:20]([C:4]2[CH:5]=[CH:6][N:1]=[CH:2][CH:3]=2)=[C:21]([F:37])[CH:22]=1)=[O:36]. (4) Given the reactants [C:1]([Si:5](Cl)([CH3:7])[CH3:6])([CH3:4])([CH3:3])[CH3:2].[Br:9][C:10]1[CH:15]=[CH:14][C:13](/[CH:16]=[CH:17]/[CH2:18][OH:19])=[CH:12][CH:11]=1.N1C=CN=C1, predict the reaction product. The product is: [Br:9][C:10]1[CH:11]=[CH:12][C:13](/[CH:16]=[CH:17]/[CH2:18][O:19][Si:5]([C:1]([CH3:4])([CH3:3])[CH3:2])([CH3:7])[CH3:6])=[CH:14][CH:15]=1. (5) Given the reactants [Br:1][C:2]1[CH:3]=[N:4][N:5]([C:7]([CH3:14])([CH3:13])[C:8](OCC)=[O:9])[CH:6]=1.[BH4-].[Na+], predict the reaction product. The product is: [Br:1][C:2]1[CH:3]=[N:4][N:5]([C:7]([CH3:14])([CH3:13])[CH2:8][OH:9])[CH:6]=1. (6) Given the reactants [Cl:1][C:2]1[CH:7]=[C:6]([C:8]#[C:9][C:10]2[N:11]=[C:12]([CH3:15])[NH:13][CH:14]=2)[CH:5]=[CH:4][N:3]=1.[CH3:16]I, predict the reaction product. The product is: [Cl:1][C:2]1[CH:7]=[C:6]([C:8]#[C:9][C:10]2[N:11]=[C:12]([CH3:15])[N:13]([CH3:16])[CH:14]=2)[CH:5]=[CH:4][N:3]=1. (7) Given the reactants [H-].[Na+].[C:3]([O:7][C:8]([N:10]1[CH2:15][CH2:14][N:13]([C:16]2[CH:17]=[CH:18][CH:19]=[C:20]3[C:24]=2[NH:23][CH:22]=[C:21]3[S:25]([C:28]2[CH:33]=[CH:32][CH:31]=[CH:30][CH:29]=2)(=[O:27])=[O:26])[CH2:12][CH2:11]1)=[O:9])([CH3:6])([CH3:5])[CH3:4].[CH3:34]I.O, predict the reaction product. The product is: [C:3]([O:7][C:8]([N:10]1[CH2:15][CH2:14][N:13]([C:16]2[CH:17]=[CH:18][CH:19]=[C:20]3[C:24]=2[N:23]([CH3:34])[CH:22]=[C:21]3[S:25]([C:28]2[CH:33]=[CH:32][CH:31]=[CH:30][CH:29]=2)(=[O:26])=[O:27])[CH2:12][CH2:11]1)=[O:9])([CH3:6])([CH3:4])[CH3:5]. (8) The product is: [Cl:1][C:2]1[CH:10]=[C:9]2[C:5]([C:6]([C:15]3[N:16]=[C:17]4[C:23]([C:24]([NH:26][CH:27]([CH3:29])[CH3:28])=[O:25])=[CH:22][NH:21][C:18]4=[N:19][CH:20]=3)=[N:7][N:8]2[CH2:11][CH:12]2[CH2:14][CH2:13]2)=[CH:4][CH:3]=1. Given the reactants [Cl:1][C:2]1[CH:10]=[C:9]2[C:5]([C:6]([C:15]3[N:16]=[C:17]4[C:23]([C:24]([NH:26][CH:27]([CH3:29])[CH3:28])=[O:25])=[CH:22][N:21](COCC[Si](C)(C)C)[C:18]4=[N:19][CH:20]=3)=[N:7][N:8]2[CH2:11][CH:12]2[CH2:14][CH2:13]2)=[CH:4][CH:3]=1.FC(F)(F)C(O)=O, predict the reaction product. (9) Given the reactants [OH:1][C@H:2]1[CH2:6][CH2:5][NH:4][C:3]1=[O:7].N1C=CN=C1.[CH3:13][C:14]([Si:17](Cl)([CH3:19])[CH3:18])([CH3:16])[CH3:15], predict the reaction product. The product is: [Si:17]([O:1][C@H:2]1[CH2:6][CH2:5][NH:4][C:3]1=[O:7])([C:14]([CH3:16])([CH3:15])[CH3:13])([CH3:19])[CH3:18]. (10) Given the reactants [F:1][C:2]([F:17])([F:16])[C:3]1[CH:15]=[CH:14][C:6]2[S:7][C:8]([C:10](OC)=[O:11])=[CH:9][C:5]=2[CH:4]=1.Cl.[NH2:19][OH:20].C(N(CC)CC)C, predict the reaction product. The product is: [OH:20][NH:19][C:10]([C:8]1[S:7][C:6]2[CH:14]=[CH:15][C:3]([C:2]([F:17])([F:16])[F:1])=[CH:4][C:5]=2[CH:9]=1)=[O:11].